This data is from Reaction yield outcomes from USPTO patents with 853,638 reactions. The task is: Predict the reaction yield, written as a fraction of the theoretical maximum amount of product (1.0 means a 100% yield; for example, 0.34 means a 34% yield). The catalyst is O1CCCC1.[Zn]. The product is [C:7]([NH:14][CH2:15][C:16](=[O:39])[CH2:17][CH2:18][C:19]([O:21][CH2:22][CH2:23][CH2:24][CH2:25][CH2:26][CH2:27][CH2:28][CH2:29][CH2:30][C:31]([OH:33])=[O:32])=[O:20])([O:9][C:10]([CH3:13])([CH3:12])[CH3:11])=[O:8]. The reactants are P([O-])(O)(O)=O.[K+].[C:7]([NH:14][CH2:15][C:16](=[O:39])[CH2:17][CH2:18][C:19]([O:21][CH2:22][CH2:23][CH2:24][CH2:25][CH2:26][CH2:27][CH2:28][CH2:29][CH2:30][C:31]([O:33]CC(Cl)(Cl)Cl)=[O:32])=[O:20])([O:9][C:10]([CH3:13])([CH3:12])[CH3:11])=[O:8]. The yield is 0.930.